This data is from Forward reaction prediction with 1.9M reactions from USPTO patents (1976-2016). The task is: Predict the product of the given reaction. (1) Given the reactants CN(C)C1C=CC(N[C:10]2[N:15]=[C:14]([NH:16][CH2:17][C:18]3[O:19][CH:20]=[CH:21][CH:22]=3)[N:13]=[C:12]([O:23][CH2:24][CH3:25])[N:11]=2)=CC=1.[NH2:27][C:28]1[CH:38]=[CH:37][C:31]2[NH:32][C:33](=[O:36])[CH2:34][O:35][C:30]=2[CH:29]=1.C([O-])([O-])=O.[K+].[K+].CN(C=O)C, predict the reaction product. The product is: [CH2:24]([O:23][C:12]1[N:13]=[C:14]([NH:16][CH2:17][C:18]2[O:19][CH:20]=[CH:21][CH:22]=2)[N:15]=[C:10]([NH:27][C:28]2[CH:38]=[CH:37][C:31]3[NH:32][C:33](=[O:36])[CH2:34][O:35][C:30]=3[CH:29]=2)[N:11]=1)[CH3:25]. (2) Given the reactants [CH2:1]([O:8][C:9]1(O)[CH:18]=[C:17]2[C:12]([CH:13]=[C:14]([N+:19]([O-])=O)[CH:15]=[N:16]2)=[CH:11][CH2:10]1)[C:2]1[CH:7]=[CH:6][CH:5]=[CH:4][CH:3]=1.[ClH:23].CN(C)C=[O:27], predict the reaction product. The product is: [ClH:23].[NH2:19][C:14]1[CH:15]=[N:16][C:17]2[C:12]([C:13]=1[OH:27])=[CH:11][CH:10]=[C:9]([O:8][CH2:1][C:2]1[CH:7]=[CH:6][CH:5]=[CH:4][CH:3]=1)[CH:18]=2. (3) Given the reactants Br[C:2]1[CH:7]=[CH:6][C:5]([C:8]2[O:12][N:11]=[C:10]([CH3:13])[C:9]=2[CH:14]=[CH:15][CH2:16][CH2:17][C:18]2[CH:23]=[CH:22][CH:21]=[CH:20][CH:19]=2)=[CH:4][CH:3]=1.[CH2:24]([O:26][C:27]([C@@H:29]1[CH2:31][C@@H:30]1[C:32]1[CH:37]=[CH:36][C:35](B2OC(C)(C)C(C)(C)O2)=[CH:34][CH:33]=1)=[O:28])[CH3:25], predict the reaction product. The product is: [CH2:24]([O:26][C:27]([C@@H:29]1[CH2:31][C@@H:30]1[C:32]1[CH:37]=[CH:36][C:35]([C:2]2[CH:7]=[CH:6][C:5]([C:8]3[O:12][N:11]=[C:10]([CH3:13])[C:9]=3[CH:14]=[CH:15][CH2:16][CH2:17][C:18]3[CH:23]=[CH:22][CH:21]=[CH:20][CH:19]=3)=[CH:4][CH:3]=2)=[CH:34][CH:33]=1)=[O:28])[CH3:25].